Task: Regression. Given a peptide amino acid sequence and an MHC pseudo amino acid sequence, predict their binding affinity value. This is MHC class I binding data.. Dataset: Peptide-MHC class I binding affinity with 185,985 pairs from IEDB/IMGT (1) The peptide sequence is ECFVRSSPA. The MHC is H-2-Kb with pseudo-sequence H-2-Kb. The binding affinity (normalized) is 0.273. (2) The peptide sequence is GMFIIFIPI. The MHC is HLA-A02:06 with pseudo-sequence HLA-A02:06. The binding affinity (normalized) is 0.683.